Task: Predict the reactants needed to synthesize the given product.. Dataset: Full USPTO retrosynthesis dataset with 1.9M reactions from patents (1976-2016) (1) Given the product [F:25][C:22]1[CH:23]=[CH:24][C:12]2[N:11]=[C:10]([C@@H:8]([NH2:7])[CH3:9])[N:14]([C:15]3[CH:16]=[N:17][CH:18]=[CH:19][CH:20]=3)[C:13]=2[CH:21]=1, predict the reactants needed to synthesize it. The reactants are: C(OC(=O)[NH:7][C@H:8]([C:10]1[N:14]([C:15]2[CH:16]=[N:17][CH:18]=[CH:19][CH:20]=2)[C:13]2[CH:21]=[C:22]([F:25])[CH:23]=[CH:24][C:12]=2[N:11]=1)[CH3:9])(C)(C)C. (2) The reactants are: [Na].[OH:2][C:3]1([CH3:12])[CH2:7][CH2:6][C:5](=[N:8]O)[C:4]1([CH3:11])[CH3:10]. Given the product [NH2:8][CH:5]1[CH2:6][CH2:7][C:3]([CH3:12])([OH:2])[C:4]1([CH3:11])[CH3:10], predict the reactants needed to synthesize it. (3) The reactants are: [Cl:1][C:2]1[CH:7]=[C:6]([CH3:8])[CH:5]=[C:4]([CH3:9])[C:3]=1[N:10]1[CH2:15][CH2:14][CH2:13][C:12]2=[C:16]([NH2:20])[N:17]([CH3:19])[N:18]=[C:11]12.[CH:21](=O)[CH2:22][CH3:23].C(O[BH-](O[C:35](=O)[CH3:36])OC(=O)C)(=O)C.[Na+].Cl[CH:40](Cl)C. Given the product [Cl:1][C:2]1[CH:7]=[C:6]([CH3:8])[CH:5]=[C:4]([CH3:9])[C:3]=1[N:10]1[CH2:15][CH2:14][CH2:13][C:12]2=[C:16]([N:20]([CH2:40][CH2:35][CH3:36])[CH2:21][CH2:22][CH3:23])[N:17]([CH3:19])[N:18]=[C:11]12, predict the reactants needed to synthesize it. (4) The reactants are: [Cl:1][C:2]1[CH:3]=[N:4][CH:5]=[C:6]([Cl:20])[C:7]=1[S:8][C:9]1[S:13][C:12]([C:14]([OH:16])=O)=[CH:11][C:10]=1[N+:17]([O-:19])=[O:18].[CH3:21][C:22]1([CH3:31])[CH2:27][CH:26]([NH2:28])[CH2:25][C:24]([CH3:30])([CH3:29])[NH:23]1. Given the product [Cl:20][C:6]1[CH:5]=[N:4][CH:3]=[C:2]([Cl:1])[C:7]=1[S:8][C:9]1[S:13][C:12]([C:14]([NH:28][CH:26]2[CH2:27][C:22]([CH3:31])([CH3:21])[NH:23][C:24]([CH3:30])([CH3:29])[CH2:25]2)=[O:16])=[CH:11][C:10]=1[N+:17]([O-:19])=[O:18], predict the reactants needed to synthesize it.